This data is from Reaction yield outcomes from USPTO patents with 853,638 reactions. The task is: Predict the reaction yield, written as a fraction of the theoretical maximum amount of product (1.0 means a 100% yield; for example, 0.34 means a 34% yield). (1) The reactants are [C:1]([C:4]1[CH:5]=[C:6]2[C:10](=[CH:11][CH:12]=1)[C:9]1([CH2:15][N:14]([C:16]([O:18][C:19]([CH3:22])([CH3:21])[CH3:20])=[O:17])[CH2:13]1)[O:8][CH2:7]2)(=[O:3])[CH3:2].[F:23][C:24]([F:37])([F:36])[C:25]([C:27]1[CH:32]=[C:31]([Cl:33])[C:30]([Cl:34])=[C:29]([Cl:35])[CH:28]=1)=O.C([O-])([O-])=O.[Cs+].[Cs+]. The catalyst is C1(C)C=CC=CC=1.FC(C1C=CC=CC=1)(F)F.COC(C)(C)C. The product is [F:37][C:24]([F:23])([F:36])[C:25]([C:27]1[CH:28]=[C:29]([Cl:35])[C:30]([Cl:34])=[C:31]([Cl:33])[CH:32]=1)=[CH:2][C:1]([C:4]1[CH:5]=[C:6]2[C:10](=[CH:11][CH:12]=1)[C:9]1([CH2:13][N:14]([C:16]([O:18][C:19]([CH3:22])([CH3:21])[CH3:20])=[O:17])[CH2:15]1)[O:8][CH2:7]2)=[O:3]. The yield is 0.662. (2) The reactants are [O:1]1CCO[CH:2]1[C:6]1[CH:11]=[CH:10][C:9]([NH:12][C:13](=[O:16])[O:14][CH3:15])=[CH:8][C:7]=1[N+:17]([O-:19])=[O:18].C(O)(C(F)(F)F)=O. The catalyst is O. The product is [CH:2]([C:6]1[CH:11]=[CH:10][C:9]([NH:12][C:13](=[O:16])[O:14][CH3:15])=[CH:8][C:7]=1[N+:17]([O-:19])=[O:18])=[O:1]. The yield is 0.920. (3) The reactants are CC(OC(/N=N/C(OC(C)C)=O)=O)C.[F:15][C:16]([F:35])([F:34])[C:17]1[C:21]([CH2:22]O)=[CH:20][N:19]([CH:24]2[CH2:29][CH2:28][CH:27]([C:30]([F:33])([F:32])[F:31])[CH2:26][CH2:25]2)[N:18]=1.[C:36]1(=[O:46])[C:44]2[C:39](=[CH:40][CH:41]=[CH:42][CH:43]=2)[C:38](=[O:45])[NH:37]1.C1C=CC(P(C2C=CC=CC=2)C2C=CC=CC=2)=CC=1. The catalyst is O1CCCC1. The product is [F:35][C:16]([F:15])([F:34])[C:17]1[C:21]([CH2:22][N:37]2[C:38](=[O:45])[C:39]3[C:44](=[CH:43][CH:42]=[CH:41][CH:40]=3)[C:36]2=[O:46])=[CH:20][N:19]([CH:24]2[CH2:25][CH2:26][CH:27]([C:30]([F:31])([F:32])[F:33])[CH2:28][CH2:29]2)[N:18]=1. The yield is 0.680. (4) The product is [Cl:1][C:2]1[CH:11]=[C:10]2[C:5]([C:6]([C:28]3[CH:29]=[CH:30][CH:31]=[C:32]([CH2:34][CH2:35][C:36]([O:38][CH2:39][CH3:40])=[O:37])[CH:33]=3)=[C:7]([CH2:13][C:14]([NH:16][C:17]3[CH:22]=[CH:21][C:20]([F:23])=[CH:19][C:18]=3[C:24]([F:25])([F:27])[F:26])=[O:15])[C:8](=[O:12])[O:9]2)=[CH:4][C:3]=1[CH3:41]. The catalyst is [Ni].C1COCC1.C(O)C. The yield is 0.690. The reactants are [Cl:1][C:2]1[CH:11]=[C:10]2[C:5]([C:6]([C:28]3[CH:29]=[CH:30][CH:31]=[C:32]([CH:34]=[CH:35][C:36]([O:38][CH2:39][CH3:40])=[O:37])[CH:33]=3)=[C:7]([CH2:13][C:14]([NH:16][C:17]3[CH:22]=[CH:21][C:20]([F:23])=[CH:19][C:18]=3[C:24]([F:27])([F:26])[F:25])=[O:15])[C:8](=[O:12])[O:9]2)=[CH:4][C:3]=1[CH3:41]. (5) The reactants are [C:1](Cl)(=[O:3])[CH3:2].[NH2:5][C:6](=[O:31])[CH2:7][NH:8][C@@H:9]1[C:17]2[C:12](=[CH:13][CH:14]=[CH:15][CH:16]=2)[CH2:11][C@H:10]1[NH:18][C:19]([C:21]1[NH:25][C:24]2[C:26]([Cl:30])=[C:27]([Cl:29])[S:28][C:23]=2[CH:22]=1)=[O:20]. The catalyst is C1COCC1. The product is [C:1]([N:8]([CH2:7][C:6]([NH2:5])=[O:31])[C@@H:9]1[C:17]2[C:12](=[CH:13][CH:14]=[CH:15][CH:16]=2)[CH2:11][C@H:10]1[NH:18][C:19]([C:21]1[NH:25][C:24]2[C:26]([Cl:30])=[C:27]([Cl:29])[S:28][C:23]=2[CH:22]=1)=[O:20])(=[O:3])[CH3:2]. The yield is 0.450. (6) The reactants are [CH3:1][N:2]1[CH2:6][CH2:5][CH2:4][CH2:3]1.CC(O)=O.[CH2:11]=O.[BH3-][C:14]#[N:15].[Na+]. The catalyst is CO. The product is [CH3:1][N:2]1[CH2:6][CH:5]([N:15]([CH3:14])[CH3:11])[CH2:4][CH2:3]1. The yield is 0.830. (7) The reactants are [F:1][C:2]1[CH:27]=[CH:26][C:5]([O:6][C:7]2[CH:12]=[CH:11][CH:10]=[CH:9][C:8]=2[NH:13][C:14]([C:16]2[CH:25]=[CH:24][C:19]([C:20]([O:22][CH3:23])=[O:21])=[CH:18][CH:17]=2)=O)=[C:4]([O:28][CH3:29])[CH:3]=1. The catalyst is ClCCl.O. The product is [F:1][C:2]1[CH:3]=[C:4]([O:28][CH3:29])[C:5]2[O:6][C:7]3[CH:12]=[CH:11][CH:10]=[CH:9][C:8]=3[N:13]=[C:14]([C:16]3[CH:25]=[CH:24][C:19]([C:20]([O:22][CH3:23])=[O:21])=[CH:18][CH:17]=3)[C:26]=2[CH:27]=1. The yield is 0.0650. (8) The reactants are FC(F)(F)C(O)=O.C(OC([N:15]1[CH2:20][CH2:19][N:18]([C:21]([CH2:30][NH:31][S:32]([C:35]2[CH:40]=[CH:39][C:38]([O:41][CH2:42][C:43]#[C:44][CH3:45])=[CH:37][CH:36]=2)(=[O:34])=[O:33])([C:26]([O:28][CH3:29])=[O:27])[C:22]([O:24][CH3:25])=[O:23])[CH2:17][CH2:16]1)=O)(C)(C)C.C(=O)([O-])O.[Na+]. The catalyst is ClCCl. The product is [CH2:42]([O:41][C:38]1[CH:39]=[CH:40][C:35]([S:32]([NH:31][CH2:30][C:21]([N:18]2[CH2:17][CH2:16][NH:15][CH2:20][CH2:19]2)([C:22]([O:24][CH3:25])=[O:23])[C:26]([O:28][CH3:29])=[O:27])(=[O:34])=[O:33])=[CH:36][CH:37]=1)[C:43]#[C:44][CH3:45]. The yield is 0.980.